From a dataset of Catalyst prediction with 721,799 reactions and 888 catalyst types from USPTO. Predict which catalyst facilitates the given reaction. (1) Reactant: [NH2:1][C:2]1[NH:3][C:4]2[CH:10]=[CH:9][CH:8]=[CH:7][C:5]=2[N:6]=1.[H-].[Na+].Cl[C:14]1[N:19]=[C:18]([N:20]2[CH2:25][CH2:24][O:23][CH2:22][CH2:21]2)[N:17]=[C:16]([N:26]2[CH2:31][CH2:30][O:29][CH2:28][CH2:27]2)[N:15]=1.O. Product: [NH2:1][C:2]1[N:6]([C:14]2[N:19]=[C:18]([N:20]3[CH2:21][CH2:22][O:23][CH2:24][CH2:25]3)[N:17]=[C:16]([N:26]3[CH2:27][CH2:28][O:29][CH2:30][CH2:31]3)[N:15]=2)[C:5]2[CH:7]=[CH:8][CH:9]=[CH:10][C:4]=2[N:3]=1. The catalyst class is: 3. (2) Reactant: [Cl:1][C:2]1[CH:3]=[C:4]([CH:7]=[CH:8][C:9]=1[Cl:10])[CH2:5]Cl.CC(=O)[CH2:13][C:14](=[O:16])[CH3:15]. Product: [Cl:1][C:2]1[CH:3]=[C:4]([CH2:5][CH2:13][C:14](=[O:16])[CH3:15])[CH:7]=[CH:8][C:9]=1[Cl:10]. The catalyst class is: 5.